The task is: Predict the product of the given reaction.. This data is from Forward reaction prediction with 1.9M reactions from USPTO patents (1976-2016). (1) Given the reactants [Cl:1][C:2]1[C:7]([N+:8]([O-:10])=[O:9])=[CH:6][C:5]([N+:11]([O-:13])=[O:12])=[C:4](Cl)[CH:3]=1.[NH3:15], predict the reaction product. The product is: [NH2:15][C:4]1[C:5]([N+:11]([O-:13])=[O:12])=[CH:6][C:7]([N+:8]([O-:10])=[O:9])=[C:2]([Cl:1])[CH:3]=1. (2) Given the reactants [Br:1][C:2]1[CH:10]=[CH:9][CH:8]=[C:7]2[C:3]=1[C:4]([C:19]1[CH:24]=[C:23]([F:25])[C:22]([F:26])=[CH:21][C:20]=1[OH:27])(O)[C:5](=[O:17])[N:6]2[CH2:11][C:12]([O:14][CH2:15][CH3:16])=[O:13].C([SiH](CC)CC)C.FC(F)(F)C(O)=O, predict the reaction product. The product is: [Br:1][C:2]1[CH:10]=[CH:9][CH:8]=[C:7]2[C:3]=1[CH:4]([C:19]1[CH:24]=[C:23]([F:25])[C:22]([F:26])=[CH:21][C:20]=1[OH:27])[C:5](=[O:17])[N:6]2[CH2:11][C:12]([O:14][CH2:15][CH3:16])=[O:13]. (3) Given the reactants [CH3:1][O:2][C:3]([C:5]1[CH:10]=[CH:9][C:8](B(O)O)=[CH:7][CH:6]=1)=[O:4].C1(P(C2C=CC=CC=2)C2C=CC=CC=2)C=CC=CC=1.C(=O)([O-])[O-].[K+].[K+].Cl/[CH:40]=[CH:41]/[C:42]#[C:43][C:44]1[CH:51]=[CH:50][C:47]([CH:48]=[O:49])=[CH:46][CH:45]=1, predict the reaction product. The product is: [CH3:1][O:2][C:3](=[O:4])[C:5]1[CH:10]=[CH:9][C:8](/[CH:40]=[CH:41]/[C:42]#[C:43][C:44]2[CH:45]=[CH:46][C:47]([CH:48]=[O:49])=[CH:50][CH:51]=2)=[CH:7][CH:6]=1. (4) Given the reactants Br[C:2]1[CH:7]=[C:6]([N+:8]([O-:10])=[O:9])[CH:5]=[C:4]([O:11][CH3:12])[CH:3]=1.[CH:13]1([S:16]([O-:18])=[O:17])[CH2:15][CH2:14]1.[Na+].N1CCC[C@H]1C(O)=O.[OH-].[Na+], predict the reaction product. The product is: [CH:13]1([S:16]([C:2]2[CH:7]=[C:6]([N+:8]([O-:10])=[O:9])[CH:5]=[C:4]([O:11][CH3:12])[CH:3]=2)(=[O:18])=[O:17])[CH2:15][CH2:14]1. (5) Given the reactants [N+:1]([C:4]1[CH:5]=[N:6][C:7]2[C:12]([C:13]=1[NH:14][CH2:15][CH2:16][NH:17][C:18](=[O:24])[O:19][C:20]([CH3:23])([CH3:22])[CH3:21])=[N:11][CH:10]=[CH:9][CH:8]=2)([O-])=O, predict the reaction product. The product is: [NH2:1][C:4]1[CH:5]=[N:6][C:7]2[C:12]([C:13]=1[NH:14][CH2:15][CH2:16][NH:17][C:18](=[O:24])[O:19][C:20]([CH3:22])([CH3:21])[CH3:23])=[N:11][CH:10]=[CH:9][CH:8]=2. (6) Given the reactants [Cl:1][C:2]1[CH:7]=[CH:6][C:5]([C:8]2([C@H:12]([NH:18][S@@](C(C)(C)C)=O)[CH2:13][O:14][CH2:15][O:16]C)[CH2:11][CH2:10][CH2:9]2)=[CH:4][CH:3]=1.Cl.N[C@H:27]([C:30]1(C2C=CC(Cl)=CC=2)CCC1)[CH2:28]O.Cl.N[C@@H](C1(C2C=CC(Cl)=CC=2)CCC1)CO, predict the reaction product. The product is: [Cl:1][C:2]1[CH:3]=[CH:4][C:5]([C:8]2([C@H:12]3[C@H:13]([CH:27]([CH3:30])[CH3:28])[O:14][C:15](=[O:16])[NH:18]3)[CH2:9][CH2:10][CH2:11]2)=[CH:6][CH:7]=1. (7) Given the reactants I[C:2]1[CH:3]=[N:4][N:5]2[CH2:10][CH2:9][N:8]([C:11]([O:13][C:14]([CH3:17])([CH3:16])[CH3:15])=[O:12])[CH2:7][C:6]=12.[O-]P([O-])([O-])=O.[K+].[K+].[K+].C[C:27]1[CH:38]=[CH:37]C=[C:35](C)[C:28]=1[NH:29]C(=O)C(O)=O.Cl.CC1CCCN1.C([O-])([O-])=O.[K+].[K+], predict the reaction product. The product is: [CH3:35][CH:28]1[CH2:27][CH2:38][CH2:37][N:29]1[C:2]1[CH:3]=[N:4][N:5]2[CH2:10][CH2:9][N:8]([C:11]([O:13][C:14]([CH3:17])([CH3:16])[CH3:15])=[O:12])[CH2:7][C:6]=12. (8) Given the reactants Br[C:2]1[C:11]2[C:6](=[CH:7][CH:8]=[CH:9][CH:10]=2)[C:5](=[O:12])[O:4][C:3]=1[CH:13]([O:15][Si:16]([C:19]([CH3:22])([CH3:21])[CH3:20])([CH3:18])[CH3:17])[CH3:14].[CH2:23]([Sn](CCCC)(CCCC)C(OCC)=C)[CH2:24]CC, predict the reaction product. The product is: [Si:16]([O:15][CH:13]([C:3]1[O:4][C:5](=[O:12])[C:6]2[C:11]([C:2]=1[CH:23]=[CH2:24])=[CH:10][CH:9]=[CH:8][CH:7]=2)[CH3:14])([C:19]([CH3:22])([CH3:21])[CH3:20])([CH3:18])[CH3:17]. (9) Given the reactants [N:1]1[C:10]2[C:5](=[CH:6][CH:7]=[CH:8][CH:9]=2)[N:4]=[CH:3][C:2]=1[C:11]1[CH:12]=[C:13]([NH2:17])[CH:14]=[CH:15][CH:16]=1.[O:18]1[CH:22]=[CH:21][CH:20]=[C:19]1[C:23](Cl)=[O:24], predict the reaction product. The product is: [N:1]1[C:10]2[C:5](=[CH:6][CH:7]=[CH:8][CH:9]=2)[N:4]=[CH:3][C:2]=1[C:11]1[CH:12]=[C:13]([NH:17][C:23]([C:19]2[O:18][CH:22]=[CH:21][CH:20]=2)=[O:24])[CH:14]=[CH:15][CH:16]=1.